This data is from Full USPTO retrosynthesis dataset with 1.9M reactions from patents (1976-2016). The task is: Predict the reactants needed to synthesize the given product. (1) Given the product [CH2:1]([O:3][C:4](=[O:12])[C:5]1[CH:10]=[CH:9][C:8]([N:11]=[C:18]([CH2:23][C:22]([O:15][CH3:13])=[O:17])[CH2:19][CH3:20])=[CH:7][CH:6]=1)[CH3:2], predict the reactants needed to synthesize it. The reactants are: [CH2:1]([O:3][C:4](=[O:12])[C:5]1[CH:10]=[CH:9][C:8]([NH2:11])=[CH:7][CH:6]=1)[CH3:2].[C:13](O)(=[O:15])C.[OH2:17].[C:18]1(C)[CH:23]=[CH:22]C=[CH:20][CH:19]=1. (2) Given the product [Cl:49][C:46]1[CH:47]=[CH:48][C:43]([C:38]([CH3:42])([C:39]([N:25]2[CH2:26][CH2:27][N:22]([C:20]3[C:21]4[C@H:13]([CH3:12])[CH2:14][CH2:15][C:16]=4[N:17]=[CH:18][N:19]=3)[CH2:23][CH2:24]2)=[O:40])[CH2:37][CH2:36][NH:35][C:33](=[O:34])[O:32][C:28]([CH3:30])([CH3:31])[CH3:29])=[CH:44][CH:45]=1, predict the reactants needed to synthesize it. The reactants are: CCN(C(C)C)C(C)C.Cl.Cl.[CH3:12][C@H:13]1[C:21]2[C:20]([N:22]3[CH2:27][CH2:26][NH:25][CH2:24][CH2:23]3)=[N:19][CH:18]=[N:17][C:16]=2[CH2:15][CH2:14]1.[C:28]([O:32][C:33]([NH:35][CH2:36][CH2:37][C:38]([C:43]1[CH:48]=[CH:47][C:46]([Cl:49])=[CH:45][CH:44]=1)([CH3:42])[C:39](O)=[O:40])=[O:34])([CH3:31])([CH3:30])[CH3:29].F[P-](F)(F)(F)(F)F.N1(OC(N(C)C)=[N+](C)C)C2C=CC=CC=2N=N1.